From a dataset of Reaction yield outcomes from USPTO patents with 853,638 reactions. Predict the reaction yield, written as a fraction of the theoretical maximum amount of product (1.0 means a 100% yield; for example, 0.34 means a 34% yield). (1) The reactants are [C:1]([OH:9])(=[O:8])[C:2]1[CH:7]=[CH:6][CH:5]=[CH:4][CH:3]=1.[CH2:10](O)[CH2:11][CH2:12][CH2:13][CH2:14][OH:15].C1(C)C=CC(S(O)(=O)=O)=CC=1. The catalyst is O. The product is [C:1]([O:9][CH2:10][CH2:11][CH2:12][CH2:13][CH2:14][OH:15])(=[O:8])[C:2]1[CH:7]=[CH:6][CH:5]=[CH:4][CH:3]=1. The yield is 0.670. (2) The reactants are C[O:2][C:3](=[O:25])[CH:4]([N:11]1[C:16](=[O:17])[CH:15]=[C:14]([O:18][CH2:19][CH:20]2[CH2:24][CH2:23][CH2:22][CH2:21]2)[CH:13]=[N:12]1)[CH2:5][CH:6]1[CH2:10][CH2:9][CH2:8][CH2:7]1.[OH-].[Na+]. The catalyst is CO. The product is [CH:6]1([CH2:5][CH:4]([N:11]2[C:16](=[O:17])[CH:15]=[C:14]([O:18][CH2:19][CH:20]3[CH2:21][CH2:22][CH2:23][CH2:24]3)[CH:13]=[N:12]2)[C:3]([OH:25])=[O:2])[CH2:7][CH2:8][CH2:9][CH2:10]1. The yield is 0.730. (3) The reactants are Cl[C:2]1[N:7]=[C:6]([O:8][C:9]2[CH:10]=[N:11][CH:12]=[CH:13][CH:14]=2)[N:5]=[C:4]([N:15]2[CH2:20][CH2:19][O:18][CH2:17][CH2:16]2)[CH:3]=1.[NH2:21][NH2:22]. The catalyst is C1COCC1. The product is [N:15]1([C:4]2[N:5]=[C:6]([O:8][C:9]3[CH:10]=[N:11][CH:12]=[CH:13][CH:14]=3)[N:7]=[C:2]([NH:21][NH2:22])[CH:3]=2)[CH2:20][CH2:19][O:18][CH2:17][CH2:16]1. The yield is 0.620. (4) The reactants are [CH:1]1([CH:6]([NH:17][C:18]2[CH:23]=[CH:22][C:21]([C:24]([N:26]([CH3:34])[CH2:27][CH2:28][C:29]([O:31]CC)=[O:30])=[O:25])=[CH:20][CH:19]=2)[C:7]2[S:8][C:9]3[CH:16]=[CH:15][CH:14]=[CH:13][C:10]=3[C:11]=2[CH3:12])[CH2:5][CH2:4][CH2:3][CH2:2]1.O1CCCC1.[OH-].[Na+]. The catalyst is C(O)C. The product is [CH:1]1([CH:6]([NH:17][C:18]2[CH:23]=[CH:22][C:21]([C:24]([N:26]([CH3:34])[CH2:27][CH2:28][C:29]([OH:31])=[O:30])=[O:25])=[CH:20][CH:19]=2)[C:7]2[S:8][C:9]3[CH:16]=[CH:15][CH:14]=[CH:13][C:10]=3[C:11]=2[CH3:12])[CH2:5][CH2:4][CH2:3][CH2:2]1. The yield is 0.920. (5) The reactants are [CH3:1][O:2][C:3](=[O:39])[C:4]1[CH:9]=[CH:8][CH:7]=[C:6]([CH2:10][N:11]2[C:15](=[O:16])[C:14]([C:18]3[CH:23]=[CH:22][CH:21]=[C:20]([C:24]#[C:25][CH2:26][NH:27]C(OCC4C=CC=CC=4)=O)[CH:19]=3)([CH3:17])[NH:13][C:12]2=[O:38])[CH:5]=1.C(O)(=O)C. The catalyst is CO.[Pd]. The product is [CH3:1][O:2][C:3](=[O:39])[C:4]1[CH:9]=[CH:8][CH:7]=[C:6]([CH2:10][N:11]2[C:15](=[O:16])[C:14]([C:18]3[CH:23]=[CH:22][CH:21]=[C:20]([CH2:24][CH2:25][CH2:26][NH2:27])[CH:19]=3)([CH3:17])[NH:13][C:12]2=[O:38])[CH:5]=1. The yield is 1.00. (6) The reactants are [CH3:1][O:2][C:3]1[CH:4]=[C:5]([C:9]2[CH:15]3[CH2:16][CH:12]([CH2:13][NH:14]3)[CH2:11][CH:10]=2)[CH:6]=[N:7][CH:8]=1.[CH2:17]=O. The catalyst is C(O)=O. The product is [CH3:17][N:14]1[CH2:13][CH:12]2[CH2:16][CH:15]1[C:9]([C:5]1[CH:6]=[N:7][CH:8]=[C:3]([O:2][CH3:1])[CH:4]=1)=[CH:10][CH2:11]2. The yield is 0.560. (7) The yield is 0.520. The reactants are [F:1][C:2]1[CH:24]=[CH:23][C:5]([C:6]([C:8]2[CH:13]=[CH:12][CH:11]=[C:10]([C:14](=O)[C:15]3[CH:20]=[CH:19][C:18]([F:21])=[CH:17][CH:16]=3)[CH:9]=2)=[O:7])=[CH:4][CH:3]=1.[NH2:25][NH:26][C:27]([NH2:29])=[S:28].C1(C)C=CC(S(O)(=O)=O)=CC=1. The catalyst is CO. The product is [F:1][C:2]1[CH:24]=[CH:23][C:5]([C:6]([C:8]2[CH:13]=[CH:12][CH:11]=[C:10]([C:14](=[N:25][NH:26][C:27]([NH2:29])=[S:28])[C:15]3[CH:20]=[CH:19][C:18]([F:21])=[CH:17][CH:16]=3)[CH:9]=2)=[O:7])=[CH:4][CH:3]=1.